From a dataset of Catalyst prediction with 721,799 reactions and 888 catalyst types from USPTO. Predict which catalyst facilitates the given reaction. (1) Reactant: [N:1]1([C:7]2[O:8][C:9]3[C:17](OS(C(F)(F)F)(=O)=O)=[CH:16][CH:15]=[CH:14][C:10]=3[C:11](=[O:13])[N:12]=2)[CH2:6][CH2:5][O:4][CH2:3][CH2:2]1.[F:26][C:27]1[CH:28]=[C:29]([NH2:42])[CH:30]=[CH:31][C:32]=1B1OC(C)(C)C(C)(C)O1.CCN(CC)CC. Product: [NH2:42][C:29]1[CH:30]=[CH:31][C:32]([C:17]2[C:9]3[O:8][C:7]([N:1]4[CH2:2][CH2:3][O:4][CH2:5][CH2:6]4)=[N:12][C:11](=[O:13])[C:10]=3[CH:14]=[CH:15][CH:16]=2)=[C:27]([F:26])[CH:28]=1. The catalyst class is: 70. (2) Reactant: Br[C:2]1[CH:7]=[C:6]([Br:8])[CH:5]=[CH:4][C:3]=1[NH:9][C:10](=[O:19])[CH2:11][CH:12]1[C:16](=[O:17])[NH:15][C:14](=[O:18])[NH:13]1.C([O-])([O-])=O.[K+].[K+].N1C=CC=CC=1. Product: [Br:8][C:6]1[CH:5]=[CH:4][C:3]2[N:9]=[C:10]([CH2:11][CH:12]3[NH:13][C:14](=[O:18])[NH:15][C:16]3=[O:17])[O:19][C:2]=2[CH:7]=1. The catalyst class is: 3. (3) Reactant: [NH:1]1[CH2:6][CH2:5][CH:4]([C:7]([NH2:9])=[O:8])[CH2:3][CH2:2]1.[C:10]1([CH:16]([C:22]2[CH:27]=[CH:26][CH:25]=[CH:24][CH:23]=2)[N:17]2[CH2:20][C:19](=O)[CH2:18]2)[CH:15]=[CH:14][CH:13]=[CH:12][CH:11]=1.CO. Product: [C:10]1([CH:16]([C:22]2[CH:27]=[CH:26][CH:25]=[CH:24][CH:23]=2)[N:17]2[CH2:20][CH:19]([N:1]3[CH2:6][CH2:5][CH:4]([C:7]([NH2:9])=[O:8])[CH2:3][CH2:2]3)[CH2:18]2)[CH:11]=[CH:12][CH:13]=[CH:14][CH:15]=1. The catalyst class is: 15. (4) Reactant: [CH3:1][CH2:2][O:3][C:4](/[C:6](/Cl)=[N:7]\[OH:8])=[O:5].[C:10]([C:12]1[CH:13]=[C:14]2[C:18](=[CH:19][CH:20]=1)[NH:17][N:16]=[CH:15]2)#[CH:11].C(N(CC)CC)C. Product: [NH:17]1[C:18]2[C:14](=[CH:13][C:12]([C:10]3[O:8][N:7]=[C:6]([C:4]([O:3][CH2:2][CH3:1])=[O:5])[CH:11]=3)=[CH:20][CH:19]=2)[CH:15]=[N:16]1. The catalyst class is: 11. (5) The catalyst class is: 2. Product: [Br:1][C:2]1[CH:14]=[CH:13][C:5]([O:6][C@@H:7]2[CH2:11][O:10][CH2:9][C@@H:8]2[NH:12][S:29]([CH:27]([CH3:28])[CH3:26])(=[O:31])=[O:30])=[CH:4][CH:3]=1. Reactant: [Br:1][C:2]1[CH:14]=[CH:13][C:5]([O:6][C@@H:7]2[CH2:11][O:10][CH2:9][C@@H:8]2[NH2:12])=[CH:4][CH:3]=1.N12CCCN=C1CCCCC2.[CH3:26][CH:27]([S:29](Cl)(=[O:31])=[O:30])[CH3:28].O.